Regression. Given two drug SMILES strings and cell line genomic features, predict the synergy score measuring deviation from expected non-interaction effect. From a dataset of NCI-60 drug combinations with 297,098 pairs across 59 cell lines. (1) Drug 1: C1=CC(=CC=C1CCCC(=O)O)N(CCCl)CCCl. Drug 2: CS(=O)(=O)OCCCCOS(=O)(=O)C. Cell line: HT29. Synergy scores: CSS=4.23, Synergy_ZIP=-6.66, Synergy_Bliss=-1.80, Synergy_Loewe=-9.16, Synergy_HSA=-4.15. (2) Drug 1: CCCS(=O)(=O)NC1=C(C(=C(C=C1)F)C(=O)C2=CNC3=C2C=C(C=N3)C4=CC=C(C=C4)Cl)F. Drug 2: CC(C)NC(=O)C1=CC=C(C=C1)CNNC.Cl. Cell line: SF-268. Synergy scores: CSS=5.66, Synergy_ZIP=2.61, Synergy_Bliss=4.61, Synergy_Loewe=-46.1, Synergy_HSA=-0.669. (3) Drug 1: C1C(C(OC1N2C=NC(=NC2=O)N)CO)O. Drug 2: CC12CCC3C(C1CCC2OP(=O)(O)O)CCC4=C3C=CC(=C4)OC(=O)N(CCCl)CCCl.[Na+]. Cell line: HL-60(TB). Synergy scores: CSS=32.7, Synergy_ZIP=-10.3, Synergy_Bliss=-0.953, Synergy_Loewe=-72.1, Synergy_HSA=-0.310. (4) Drug 1: CCC1=C2CN3C(=CC4=C(C3=O)COC(=O)C4(CC)O)C2=NC5=C1C=C(C=C5)O. Drug 2: C1=CC=C(C(=C1)C(C2=CC=C(C=C2)Cl)C(Cl)Cl)Cl. Cell line: MCF7. Synergy scores: CSS=6.40, Synergy_ZIP=-4.32, Synergy_Bliss=-0.454, Synergy_Loewe=-5.74, Synergy_HSA=-1.13. (5) Drug 1: CC1C(C(=O)NC(C(=O)N2CCCC2C(=O)N(CC(=O)N(C(C(=O)O1)C(C)C)C)C)C(C)C)NC(=O)C3=C4C(=C(C=C3)C)OC5=C(C(=O)C(=C(C5=N4)C(=O)NC6C(OC(=O)C(N(C(=O)CN(C(=O)C7CCCN7C(=O)C(NC6=O)C(C)C)C)C)C(C)C)C)N)C. Drug 2: C1CN1C2=NC(=NC(=N2)N3CC3)N4CC4. Cell line: PC-3. Synergy scores: CSS=27.9, Synergy_ZIP=-4.13, Synergy_Bliss=-0.156, Synergy_Loewe=2.37, Synergy_HSA=2.72.